From a dataset of Forward reaction prediction with 1.9M reactions from USPTO patents (1976-2016). Predict the product of the given reaction. (1) The product is: [CH3:1][N:2]1[CH2:7][CH2:6][N:5]([S:18]([OH:21])(=[O:20])=[O:19])[CH2:4][CH2:3]1. Given the reactants [CH3:1][N:2]1[CH2:7][CH2:6][NH:5][CH2:4][CH2:3]1.C(N(C(C)C)CC)(C)C.Cl[S:18]([OH:21])(=[O:20])=[O:19], predict the reaction product. (2) Given the reactants [CH2:1]([O:3][C:4](=[O:13])[CH2:5][S:6][C:7]1[S:11][C:10]([NH2:12])=[N:9][CH:8]=1)[CH3:2].[CH:14]1([NH:19][C@H:20]2[CH2:25][CH2:24][C@H:23]([CH2:26][CH3:27])[CH2:22][CH2:21]2)[CH2:18][CH2:17][CH2:16][CH2:15]1.C1C[O:31][CH2:30]C1, predict the reaction product. The product is: [CH2:1]([O:3][C:4](=[O:13])[CH2:5][S:6][C:7]1[S:11][C:10]([NH:12][C:30]([N:19]([CH:14]2[CH2:15][CH2:16][CH2:17][CH2:18]2)[C@H:20]2[CH2:21][CH2:22][C@H:23]([CH2:26][CH3:27])[CH2:24][CH2:25]2)=[O:31])=[N:9][CH:8]=1)[CH3:2]. (3) Given the reactants [H-].[H-].[H-].[H-].[Li+].[Al+3].[C:7]([O:11][C:12](=[O:49])[CH2:13][CH:14]([NH:21][S:22]([C:25]1[CH:30]=[CH:29][C:28]([NH:31][C:32]([NH:34][CH3:35])=[S:33])=[CH:27][C:26]=1[O:36][CH2:37][CH2:38][C:39]1[CH:48]=[CH:47][CH:46]=[C:45]2[C:40]=1[CH:41]=[CH:42][CH:43]=[N:44]2)(=[O:24])=[O:23])[C:15](N(OC)C)=[O:16])([CH3:10])([CH3:9])[CH3:8], predict the reaction product. The product is: [C:7]([O:11][C:12](=[O:49])[CH2:13][CH:14]([NH:21][S:22]([C:25]1[CH:30]=[CH:29][C:28]([NH:31][C:32]([NH:34][CH3:35])=[S:33])=[CH:27][C:26]=1[O:36][CH2:37][CH2:38][C:39]1[CH:48]=[CH:47][CH:46]=[C:45]2[C:40]=1[CH:41]=[CH:42][CH:43]=[N:44]2)(=[O:24])=[O:23])[CH:15]=[O:16])([CH3:10])([CH3:8])[CH3:9].